From a dataset of Full USPTO retrosynthesis dataset with 1.9M reactions from patents (1976-2016). Predict the reactants needed to synthesize the given product. (1) Given the product [CH3:7][O:8][C:9]1[CH:10]=[CH:11][C:12]([C:23]2[CH:28]=[CH:27][CH:26]=[C:25]([C:29]([F:31])([F:30])[F:32])[CH:24]=2)=[C:13]2[C:17]=1[C:16](=[O:18])[C:15]([CH2:34][C:35]1[CH:36]=[CH:37][C:38]([C:39]([O:41][CH3:42])=[O:40])=[CH:43][CH:44]=1)([C:19]([O:21][CH3:22])=[O:20])[CH2:14]2, predict the reactants needed to synthesize it. The reactants are: C(=O)([O-])[O-].[K+].[K+].[CH3:7][O:8][C:9]1[CH:10]=[CH:11][C:12]([C:23]2[CH:28]=[CH:27][CH:26]=[C:25]([C:29]([F:32])([F:31])[F:30])[CH:24]=2)=[C:13]2[C:17]=1[C:16](=[O:18])[CH:15]([C:19]([O:21][CH3:22])=[O:20])[CH2:14]2.Br[CH2:34][C:35]1[CH:44]=[CH:43][C:38]([C:39]([O:41][CH3:42])=[O:40])=[CH:37][CH:36]=1. (2) Given the product [CH2:12]([C:14]1[NH:15][C:16]2[C:17]([N:23]=1)=[N+:18]([O-:9])[CH:19]=[CH:20][C:21]=2[CH3:22])[CH3:13], predict the reactants needed to synthesize it. The reactants are: C1C=C(Cl)C=C(C(OO)=[O:9])C=1.[CH2:12]([C:14]1[NH:15][C:16]2[C:17]([N:23]=1)=[N:18][CH:19]=[CH:20][C:21]=2[CH3:22])[CH3:13]. (3) Given the product [CH:1]1([C:5]2[C:13]([C:14](=[O:15])[NH:20][CH3:19])=[CH:12][C:8]([C:9]([OH:11])=[O:10])=[C:7]([CH3:18])[CH:6]=2)[CH2:4][CH2:3][CH2:2]1, predict the reactants needed to synthesize it. The reactants are: [CH:1]1([C:5]2[C:13]([C:14](OC)=[O:15])=[CH:12][C:8]([C:9]([OH:11])=[O:10])=[C:7]([CH3:18])[CH:6]=2)[CH2:4][CH2:3][CH2:2]1.[CH3:19][NH2:20].Cl. (4) Given the product [OH:9][C@H:10]1[C:19](=[O:20])[C:18]2[CH:17]=[CH:16][N:15]3[CH:21]=[C:22]([CH3:24])[N:23]=[C:14]3[C:13]=2[NH:12][C@@H:11]1[C:25]1[CH:26]=[CH:27][CH:28]=[CH:29][CH:30]=1, predict the reactants needed to synthesize it. The reactants are: Cl.[Si]([O:9][C@H:10]1[C:19](=[O:20])[C:18]2[CH:17]=[CH:16][N:15]3[CH:21]=[C:22]([CH3:24])[N:23]=[C:14]3[C:13]=2[NH:12][C@@H:11]1[C:25]1[CH:30]=[CH:29][CH:28]=[CH:27][CH:26]=1)(C(C)(C)C)(C)C.[OH-].[Na+].